Dataset: Full USPTO retrosynthesis dataset with 1.9M reactions from patents (1976-2016). Task: Predict the reactants needed to synthesize the given product. (1) The reactants are: [Br:1][C:2]1[CH:3]=[CH:4][C:5]2[O:9][C:8]([C:10](OCC)=[O:11])=[CH:7][C:6]=2[CH:15]=1.CC(C[AlH]CC(C)C)C.O. Given the product [Br:1][C:2]1[CH:3]=[CH:4][C:5]2[O:9][C:8]([CH2:10][OH:11])=[CH:7][C:6]=2[CH:15]=1, predict the reactants needed to synthesize it. (2) Given the product [F:30][C:31]1[C:37]([N+:38]([O-:40])=[O:39])=[CH:36][C:34]([NH:35][C:14]2[N:19]=[C:18]([C:20]3[C:28]4[C:23](=[CH:24][CH:25]=[CH:26][CH:27]=4)[N:22]([CH3:29])[CH:21]=3)[CH:17]=[CH:16][N:15]=2)=[C:33]([O:41][CH3:42])[CH:32]=1, predict the reactants needed to synthesize it. The reactants are: O.C1(C)C=CC(S(O)(=O)=O)=CC=1.Cl[C:14]1[N:19]=[C:18]([C:20]2[C:28]3[C:23](=[CH:24][CH:25]=[CH:26][CH:27]=3)[N:22]([CH3:29])[CH:21]=2)[CH:17]=[CH:16][N:15]=1.[F:30][C:31]1[C:37]([N+:38]([O-:40])=[O:39])=[CH:36][C:34]([NH2:35])=[C:33]([O:41][CH3:42])[CH:32]=1. (3) Given the product [CH2:14]([O:16][C:17](=[O:36])[CH2:18][C:19]1[CH:20]=[C:21]([C:2]2[CH:9]=[CH:8][C:7]([C:10]([F:13])([F:12])[F:11])=[CH:6][C:3]=2[CH:4]=[O:5])[C:22]([O:25][CH3:26])=[CH:23][CH:24]=1)[CH3:15], predict the reactants needed to synthesize it. The reactants are: Br[C:2]1[CH:9]=[CH:8][C:7]([C:10]([F:13])([F:12])[F:11])=[CH:6][C:3]=1[CH:4]=[O:5].[CH2:14]([O:16][C:17](=[O:36])[CH2:18][C:19]1[CH:24]=[CH:23][C:22]([O:25][CH3:26])=[C:21](B2OC(C)(C)C(C)(C)O2)[CH:20]=1)[CH3:15]. (4) The reactants are: C1(P(C2C=CC=CC=2C2C=CC=CC=2)C2CCCCC2)CCCCC1.Br[C:27]1[C:36]2[C:31](=[CH:32][CH:33]=[CH:34][C:35]=2[F:37])[CH:30]=[CH:29][CH:28]=1.[C:38]([N:45]1[CH2:50][CH2:49][NH:48][CH2:47][CH2:46]1)([O:40][C:41]([CH3:44])([CH3:43])[CH3:42])=[O:39].CC([O-])(C)C.[Na+]. Given the product [C:41]([O:40][C:38]([N:45]1[CH2:50][CH2:49][N:48]([C:27]2[C:36]3[C:31](=[CH:32][CH:33]=[CH:34][C:35]=3[F:37])[CH:30]=[CH:29][CH:28]=2)[CH2:47][CH2:46]1)=[O:39])([CH3:44])([CH3:42])[CH3:43], predict the reactants needed to synthesize it.